Dataset: Full USPTO retrosynthesis dataset with 1.9M reactions from patents (1976-2016). Task: Predict the reactants needed to synthesize the given product. Given the product [CH3:19][C:4]1[N:3]2[N:31]=[N:32][N:33]=[C:2]2[C:7]([N+:8]([O-:10])=[O:9])=[C:6]([NH:11][CH2:12][CH2:13][CH2:14][CH2:15][CH2:16][OH:17])[C:5]=1[CH3:18], predict the reactants needed to synthesize it. The reactants are: Cl[C:2]1[C:7]([N+:8]([O-:10])=[O:9])=[C:6]([NH:11][CH2:12][CH2:13][CH2:14][CH2:15][CH2:16][OH:17])[C:5]([CH3:18])=[C:4]([CH3:19])[N:3]=1.O.O.O.O.O.O.O.[Cl-].[Ce+3].[Cl-].[Cl-].[N-:31]=[N+:32]=[N-:33].[Na+].C(#N)C.